This data is from Full USPTO retrosynthesis dataset with 1.9M reactions from patents (1976-2016). The task is: Predict the reactants needed to synthesize the given product. (1) Given the product [OH:2][C:3]1[C:4]([C:15]([OH:17])=[O:16])=[CH:5][C:6]([C:12]([OH:14])=[O:13])=[CH:7][C:8]=1[C:9]([OH:11])=[O:10], predict the reactants needed to synthesize it. The reactants are: C[O:2][C:3]1[C:8]([C:9]([OH:11])=[O:10])=[CH:7][C:6]([C:12]([OH:14])=[O:13])=[CH:5][C:4]=1[C:15]([OH:17])=[O:16]. (2) Given the product [Cl:1][C:2]1[CH:3]=[C:4]([CH:22]=[CH:23][C:24]=1[O:25][CH3:26])[CH2:5][NH:6][C:7]1[C:8]2[C:17]3[CH2:18][CH2:19][CH2:20][CH2:21][C:16]=3[S:15][C:9]=2[N:10]=[C:11]([CH2:13][NH:27][CH2:28][CH2:29][CH2:30][OH:31])[N:12]=1, predict the reactants needed to synthesize it. The reactants are: [Cl:1][C:2]1[CH:3]=[C:4]([CH:22]=[CH:23][C:24]=1[O:25][CH3:26])[CH2:5][NH:6][C:7]1[C:8]2[C:17]3[CH2:18][CH2:19][CH2:20][CH2:21][C:16]=3[S:15][C:9]=2[N:10]=[C:11]([CH2:13]Cl)[N:12]=1.[NH2:27][CH2:28][CH2:29][CH2:30][OH:31].CCOCC.C1(N)C(F)=C(F)C(F)=C(N)C=1F.Cl.Cl. (3) Given the product [C:1]1([C:7]2([CH3:16])[CH2:12][N:11]([CH3:13])[C:10](=[O:14])[N:9]([CH2:20][C:21](=[O:22])[C:23]3[CH:28]=[CH:27][CH:26]=[CH:25][CH:24]=3)[C:8]2=[O:15])[CH2:6][CH2:5][CH2:4][CH2:3][CH:2]=1, predict the reactants needed to synthesize it. The reactants are: [C:1]1([C:7]2([CH3:16])[CH2:12][N:11]([CH3:13])[C:10](=[O:14])[NH:9][C:8]2=[O:15])[CH2:6][CH2:5][CH2:4][CH2:3][CH:2]=1.[H-].[Na+].Br[CH2:20][C:21]([C:23]1[CH:28]=[CH:27][CH:26]=[CH:25][CH:24]=1)=[O:22]. (4) Given the product [CH3:30][C:21]1[C:22]2[CH2:23][O:24][C:25](=[O:29])[C:26]=2[CH:27]=[CH:28][C:20]=1[CH:2]1[CH2:3][N:4]2[CH2:9][CH2:8][N:7]([C:10]([O:12][C:13]([CH3:15])([CH3:16])[CH3:14])=[O:11])[CH2:6][CH:5]2[CH2:17][CH2:18][O:19]1, predict the reactants needed to synthesize it. The reactants are: O[CH:2]([C:20]1[C:21]([CH3:30])=[C:22]2[C:26](=[CH:27][CH:28]=1)[C:25](=[O:29])[O:24][CH2:23]2)[CH2:3][N:4]1[CH2:9][CH2:8][N:7]([C:10]([O:12][C:13]([CH3:16])([CH3:15])[CH3:14])=[O:11])[CH2:6][CH:5]1[CH2:17][CH2:18][OH:19].C(C=P(CCCC)(CCCC)CCCC)#N. (5) Given the product [Br:1][C:2]1[CH:3]=[N:4][C:5]([C:18]2([OH:21])[CH2:19][CH2:20][N:15]([CH3:14])[CH2:16][CH2:17]2)=[N:6][CH:7]=1, predict the reactants needed to synthesize it. The reactants are: [Br:1][C:2]1[CH:3]=[N:4][C:5](I)=[N:6][CH:7]=1.C([Li])CCC.[CH3:14][N:15]1[CH2:20][CH2:19][C:18](=[O:21])[CH2:17][CH2:16]1. (6) The reactants are: [CH:1]1([CH2:7][CH2:8][CH2:9][C@@H:10]([C:15]2[O:19][N:18]=[C:17]([C:20]([O:22]CC)=O)[N:16]=2)[CH2:11][C:12]([OH:14])=[O:13])[CH2:6][CH2:5][CH2:4][CH2:3][CH2:2]1.C(N(CC)CC)C.[NH2:32][CH:33]1[CH2:36][N:35]([C:37]([O:39][C:40]([CH3:43])([CH3:42])[CH3:41])=[O:38])[CH2:34]1. Given the product [C:40]([O:39][C:37]([N:35]1[CH2:36][CH:33]([NH:32][C:20]([C:17]2[N:16]=[C:15]([C@H:10]([CH2:9][CH2:8][CH2:7][CH:1]3[CH2:2][CH2:3][CH2:4][CH2:5][CH2:6]3)[CH2:11][C:12]([OH:14])=[O:13])[O:19][N:18]=2)=[O:22])[CH2:34]1)=[O:38])([CH3:43])([CH3:41])[CH3:42], predict the reactants needed to synthesize it.